This data is from Peptide-MHC class II binding affinity with 134,281 pairs from IEDB. The task is: Regression. Given a peptide amino acid sequence and an MHC pseudo amino acid sequence, predict their binding affinity value. This is MHC class II binding data. (1) The peptide sequence is DGGGFYADDTAGWDT. The MHC is HLA-DQA10201-DQB10402 with pseudo-sequence HLA-DQA10201-DQB10402. The binding affinity (normalized) is 0. (2) The peptide sequence is VLFLQMMNVNLQKQL. The MHC is DRB1_1501 with pseudo-sequence DRB1_1501. The binding affinity (normalized) is 0.167. (3) The peptide sequence is SINYRTEIDKPSQHH. The MHC is HLA-DPA10201-DPB11401 with pseudo-sequence HLA-DPA10201-DPB11401. The binding affinity (normalized) is 0. (4) The peptide sequence is TVLFGVSRSMGIGSQ. The MHC is DRB1_1501 with pseudo-sequence DRB1_1501. The binding affinity (normalized) is 0.432. (5) The peptide sequence is ELAAVSVDCSEYPKP. The MHC is DRB1_0401 with pseudo-sequence DRB1_0401. The binding affinity (normalized) is 0.194. (6) The peptide sequence is LDLAVNAAVDAGIHF. The MHC is HLA-DQA10501-DQB10301 with pseudo-sequence HLA-DQA10501-DQB10301. The binding affinity (normalized) is 0.726. (7) The peptide sequence is GRSEFAYGSFVRTVS. The MHC is DRB1_1302 with pseudo-sequence DRB1_1302. The binding affinity (normalized) is 0.242.